This data is from Tox21: 12 toxicity assays (nuclear receptors and stress response pathways). The task is: Binary classification across 12 toxicity assays. (1) The drug is Cc1ncc[nH]1. It tested positive (active) for: NR-AhR (Aryl hydrocarbon Receptor agonist activity). (2) The drug is CC[C@]1(O)C[C@@H]2CN(CCc3c([nH]c4ccccc34)[C@@](C(=O)OC)(c3cc4c(cc3OC)N(C)[C@H]3[C@@](O)(C(=O)OC)[C@H](OC(C)=O)[C@]5(CC)C=CCN6CC[C@]43[C@@H]65)C2)C1. It tested positive (active) for: SR-ARE (Antioxidant Response Element (oxidative stress)), SR-ATAD5 (ATAD5 genotoxicity (DNA damage)), SR-HSE (Heat Shock Element response), SR-MMP (Mitochondrial Membrane Potential disruption), and SR-p53 (p53 tumor suppressor activation). (3) The compound is O=C1c2ccccc2C(=O)c2cc(Cl)ccc21. It tested positive (active) for: NR-AhR (Aryl hydrocarbon Receptor agonist activity). (4) It tested positive (active) for: NR-AR-LBD (Androgen Receptor Ligand Binding Domain agonist), NR-ER-LBD (Estrogen Receptor Ligand Binding Domain agonist), SR-ATAD5 (ATAD5 genotoxicity (DNA damage)), SR-HSE (Heat Shock Element response), and SR-MMP (Mitochondrial Membrane Potential disruption). The molecule is O[Sn](c1ccccc1)(c1ccccc1)c1ccccc1. (5) The molecule is ONc1ccccc1. It tested positive (active) for: NR-AhR (Aryl hydrocarbon Receptor agonist activity), and NR-ER (Estrogen Receptor agonist activity). (6) The drug is O=[N+]([O-])c1ccccc1CCl. It tested positive (active) for: NR-PPAR-gamma (PPAR-gamma nuclear receptor agonist), and SR-ARE (Antioxidant Response Element (oxidative stress)). (7) The compound is ClC1C(Cl)C(Cl)C(Cl)C(Cl)C1Cl. It tested positive (active) for: NR-ER (Estrogen Receptor agonist activity), and NR-ER-LBD (Estrogen Receptor Ligand Binding Domain agonist). (8) The compound is CCOP(=S)(OCC)SCSc1ccc(Cl)cc1. It tested positive (active) for: NR-AhR (Aryl hydrocarbon Receptor agonist activity), and NR-ER (Estrogen Receptor agonist activity).